The task is: Regression. Given a peptide amino acid sequence and an MHC pseudo amino acid sequence, predict their binding affinity value. This is MHC class II binding data.. This data is from Peptide-MHC class II binding affinity with 134,281 pairs from IEDB. (1) The peptide sequence is ALDLSSNKSVVIPKL. The MHC is DRB1_0101 with pseudo-sequence DRB1_0101. The binding affinity (normalized) is 0.354. (2) The peptide sequence is GDPGRPGEPGLPGA. The MHC is HLA-DQA10302-DQB10401 with pseudo-sequence HLA-DQA10303-DQB10402. The binding affinity (normalized) is 0. (3) The peptide sequence is EFRNDWILESDHLIS. The MHC is DRB1_0701 with pseudo-sequence DRB1_0701. The binding affinity (normalized) is 0.588. (4) The peptide sequence is KEADYSQIPISINYR. The MHC is DRB1_0701 with pseudo-sequence DRB1_0701. The binding affinity (normalized) is 0.284. (5) The peptide sequence is EMKYFAATQFEPLAA. The MHC is HLA-DPA10201-DPB10501 with pseudo-sequence HLA-DPA10201-DPB10501. The binding affinity (normalized) is 0.733.